From a dataset of Full USPTO retrosynthesis dataset with 1.9M reactions from patents (1976-2016). Predict the reactants needed to synthesize the given product. (1) Given the product [CH:28]([S:25]([C:20]1[CH:21]=[CH:22][CH:23]=[CH:24][C:19]=1[NH:18][C:16]1[N:15]=[CH:14][N:13]=[C:12]([NH:11][C:10]2[C:4]3[O:3][C@H:2]([CH3:1])[CH2:6][C:5]=3[C:7]([CH:32]3[CH2:33][CH2:34][N:35]([CH2:39][C:40]([O:42][CH2:43][CH3:44])=[O:41])[CH2:36][CH2:37]3)=[C:8]([CH3:31])[CH:9]=2)[N:17]=1)(=[O:27])=[O:26])([CH3:29])[CH3:30], predict the reactants needed to synthesize it. The reactants are: [CH3:1][C@@H:2]1[CH2:6][C:5]2[C:7]([CH:32]3[CH2:37][CH2:36][NH:35][CH2:34][CH2:33]3)=[C:8]([CH3:31])[CH:9]=[C:10]([NH:11][C:12]3[N:17]=[C:16]([NH:18][C:19]4[CH:24]=[CH:23][CH:22]=[CH:21][C:20]=4[S:25]([CH:28]([CH3:30])[CH3:29])(=[O:27])=[O:26])[N:15]=[CH:14][N:13]=3)[C:4]=2[O:3]1.O=[CH:39][C:40]([O:42][CH2:43][CH3:44])=[O:41].[BH-](OC(C)=O)(OC(C)=O)OC(C)=O.[Na+]. (2) Given the product [C:1]([C:5]1[CH:12]=[CH:11][C:8]([CH2:9][S:13][C:14]#[N:15])=[CH:7][CH:6]=1)([CH3:4])([CH3:3])[CH3:2], predict the reactants needed to synthesize it. The reactants are: [C:1]([C:5]1[CH:12]=[CH:11][C:8]([CH2:9]Br)=[CH:7][CH:6]=1)([CH3:4])([CH3:3])[CH3:2].[S-:13][C:14]#[N:15].[K+].[Br-].[K+].O. (3) Given the product [NH2:1][C:2]1[C:11]2[N:12]=[C:13]([CH2:20][OH:21])[N:14]([CH2:15][C:16]([CH3:17])([OH:18])[CH3:19])[C:10]=2[C:9]2[CH:8]=[CH:7][C:6]([CH2:23][CH2:24][C:25]([N:27]3[CH2:32][CH2:31][S:30](=[O:34])(=[O:33])[CH2:29][CH2:28]3)=[O:26])=[CH:5][C:4]=2[N:3]=1, predict the reactants needed to synthesize it. The reactants are: [NH2:1][C:2]1[C:11]2[N:12]=[C:13]([CH2:20][O:21]C)[N:14]([CH2:15][C:16]([CH3:19])([OH:18])[CH3:17])[C:10]=2[C:9]2[CH:8]=[CH:7][C:6]([CH2:23][CH2:24][C:25]([N:27]3[CH2:32][CH2:31][S:30](=[O:34])(=[O:33])[CH2:29][CH2:28]3)=[O:26])=[CH:5][C:4]=2[N:3]=1.